Dataset: Forward reaction prediction with 1.9M reactions from USPTO patents (1976-2016). Task: Predict the product of the given reaction. (1) Given the reactants B.CSC.[C:5]([O:9][C:10]([N:12]([CH2:19][C:20]1[CH:27]=[CH:26][C:23]([C:24]#[N:25])=[CH:22][CH:21]=1)[CH:13]1[CH2:18][CH2:17][CH2:16][CH2:15][CH2:14]1)=[O:11])([CH3:8])([CH3:7])[CH3:6].OS([O-])(=O)=O.[K+].[OH-].[Na+], predict the reaction product. The product is: [C:5]([O:9][C:10]([N:12]([CH2:19][C:20]1[CH:21]=[CH:22][C:23]([CH2:24][NH2:25])=[CH:26][CH:27]=1)[CH:13]1[CH2:18][CH2:17][CH2:16][CH2:15][CH2:14]1)=[O:11])([CH3:8])([CH3:6])[CH3:7]. (2) Given the reactants [Cl:1][C:2]1[N:6]([CH3:7])[N:5]=[C:4]([C:8]2[CH:13]=[CH:12][CH:11]=[CH:10][N:9]=2)[C:3]=1[CH:14]([C:17]1[CH:22]=[CH:21][C:20]([Cl:23])=[CH:19][C:18]=1[CH3:24])C=O.C1(P(=[CH:44][C:45]([O:47][CH3:48])=[O:46])(C2C=CC=CC=2)C2C=CC=CC=2)C=CC=CC=1.[CH2:49]1COCC1, predict the reaction product. The product is: [Cl:1][C:2]1[N:6]([CH3:7])[N:5]=[C:4]([C:8]2[CH:13]=[CH:12][CH:11]=[CH:10][N:9]=2)[C:3]=1/[C:14](/[C:17]1[CH:22]=[CH:21][C:20]([Cl:23])=[CH:19][C:18]=1[CH3:24])=[CH:49]\[CH2:44][C:45]([O:47][CH3:48])=[O:46]. (3) Given the reactants [N:1]1[CH:6]=[CH:5][CH:4]=[CH:3][C:2]=1[C:7]1[N:8]([CH2:12][C:13]2[CH:14]=[C:15]([C:19]3[CH:23]=[C:22]([CH2:24][CH:25]([CH3:27])[CH3:26])[S:21][C:20]=3[S:28]([NH:31]C(C)(C)C)(=[O:30])=[O:29])[CH:16]=[CH:17][CH:18]=2)[CH:9]=[CH:10][N:11]=1.B(Cl)(Cl)Cl.C([O-])([O-])=O.[Na+].[Na+].Cl[C:47]([O:49][CH2:50][CH2:51][CH2:52][CH3:53])=[O:48], predict the reaction product. The product is: [CH2:50]([O:49][C:47]([NH:31][S:28]([C:20]1[S:21][C:22]([CH2:24][CH:25]([CH3:27])[CH3:26])=[CH:23][C:19]=1[C:15]1[CH:16]=[CH:17][CH:18]=[C:13]([CH2:12][N:8]2[CH:9]=[CH:10][N:11]=[C:7]2[C:2]2[CH:3]=[CH:4][CH:5]=[CH:6][N:1]=2)[CH:14]=1)(=[O:29])=[O:30])=[O:48])[CH2:51][CH2:52][CH3:53]. (4) Given the reactants [N:1]([CH:4]([C:6]1[C:15]([C:16]2[CH:21]=[CH:20][CH:19]=[C:18]([F:22])[CH:17]=2)=[C:14]2[C:9]([CH:10]=[CH:11][CH:12]=[N:13]2)=[CH:8][CH:7]=1)[CH3:5])=[N+]=[N-].O.CP(C)C.C(OCC)(=O)C, predict the reaction product. The product is: [F:22][C:18]1[CH:17]=[C:16]([C:15]2[C:6]([CH:4]([NH2:1])[CH3:5])=[CH:7][CH:8]=[C:9]3[C:14]=2[N:13]=[CH:12][CH:11]=[CH:10]3)[CH:21]=[CH:20][CH:19]=1. (5) Given the reactants N1C=CC=CC=1C(O)=O.P([O-])([O-])([O-])=O.[K+].[K+].[K+].Br[C:19]1[CH:24]=[CH:23][CH:22]=[C:21]([CH:25]([F:27])[F:26])[CH:20]=1.[O:28]=[S:29]1(=[O:48])[CH2:34][CH2:33][N:32]2[CH:35]3[CH2:40][CH2:39][C:38]([C:41]4[CH:46]=[CH:45][C:44]([OH:47])=[CH:43][CH:42]=4)([C:31]2=[N:30]1)[CH2:37][CH2:36]3, predict the reaction product. The product is: [F:26][CH:25]([F:27])[C:21]1[CH:20]=[C:19]([CH:24]=[CH:23][CH:22]=1)[O:47][C:44]1[CH:45]=[CH:46][C:41]([C:38]23[CH2:39][CH2:40][CH:35]([N:32]4[CH2:33][CH2:34][S:29](=[O:48])(=[O:28])[N:30]=[C:31]42)[CH2:36][CH2:37]3)=[CH:42][CH:43]=1.